This data is from Catalyst prediction with 721,799 reactions and 888 catalyst types from USPTO. The task is: Predict which catalyst facilitates the given reaction. (1) Reactant: COC1C=CC(C[N:8]([C:15]2[C:16]([F:35])=[C:17]([NH:22][C:23]([C:25]3[C:29]4[N:30]=[CH:31][N:32]=[C:33](Cl)[C:28]=4[NH:27][CH:26]=3)=[O:24])[C:18]([F:21])=[CH:19][CH:20]=2)[S:9]([CH2:12][CH2:13][CH3:14])(=[O:11])=[O:10])=CC=1.CN.[CH:40]([N:43](CC)C(C)C)(C)C. Product: [F:35][C:16]1[C:15]([NH:8][S:9]([CH2:12][CH2:13][CH3:14])(=[O:11])=[O:10])=[CH:20][CH:19]=[C:18]([F:21])[C:17]=1[NH:22][C:23]([C:25]1[C:29]2[N:30]=[CH:31][N:32]=[C:33]([NH:43][CH3:40])[C:28]=2[NH:27][CH:26]=1)=[O:24]. The catalyst class is: 1. (2) The catalyst class is: 75. Product: [Cl:22][C:23]1[N:24]=[CH:25][C:26]([C:2]2[C:6]([CH3:8])([CH3:7])[O:5]/[C:4](=[C:9]3/[C:10](=[O:19])[NH:11][C:12]4[C:17]/3=[CH:16][CH:15]=[C:14]([F:18])[CH:13]=4)/[CH:3]=2)=[CH:27][CH:28]=1. Reactant: Br[C:2]1[C:6]([CH3:8])([CH3:7])[O:5]/[C:4](=[C:9]2/[C:10](=[O:19])[NH:11][C:12]3[C:17]/2=[CH:16][CH:15]=[C:14]([F:18])[CH:13]=3)/[CH:3]=1.[F-].[K+].[Cl:22][C:23]1[CH:28]=[CH:27][C:26](B(O)O)=[CH:25][N:24]=1. (3) Reactant: [Cl:1][C@H:2]1[C@H:6]([CH2:7][CH2:8][CH2:9][C:10]2[S:14][C:13]([C:15]([O:17]C)=[O:16])=[CH:12][CH:11]=2)[C@@H:5](/[CH:19]=[CH:20]/[C@@H:21]([OH:28])[CH2:22][CH2:23][CH2:24][C@@H:25]([OH:27])[CH3:26])[C@H:4]([OH:29])[CH2:3]1.[OH-].[Li+].Cl. Product: [Cl:1][C@H:2]1[C@H:6]([CH2:7][CH2:8][CH2:9][C:10]2[S:14][C:13]([C:15]([OH:17])=[O:16])=[CH:12][CH:11]=2)[C@@H:5](/[CH:19]=[CH:20]/[C@@H:21]([OH:28])[CH2:22][CH2:23][CH2:24][C@@H:25]([OH:27])[CH3:26])[C@H:4]([OH:29])[CH2:3]1. The catalyst class is: 1. (4) Reactant: [C:1]([O:5][C:6]([NH:8][C@@H:9]([CH2:13][CH:14]([N:16]([CH3:18])[CH3:17])[CH3:15])[C:10]([OH:12])=[O:11])=[O:7])([CH3:4])([CH3:3])[CH3:2].CN1CCOCC1.ClC(O[CH2:30][CH:31]([CH3:33])[CH3:32])=O.[OH-].[NH4+]. Product: [CH2:30]([O:11][C:10](=[O:12])[C@@H:9]([NH:8][C:6]([O:5][C:1]([CH3:3])([CH3:2])[CH3:4])=[O:7])[CH2:13][CH:14]([N:16]([CH3:18])[CH3:17])[CH3:15])[CH:31]([CH3:33])[CH3:32]. The catalyst class is: 1. (5) Product: [Cl:33][C:23]1[C:24]([O:31][CH3:32])=[CH:25][C:26]([O:29][CH3:30])=[C:27]([Cl:28])[C:22]=1[C:12]1[C:11](=[O:34])[N:10]([CH2:9][CH2:8][C:5]2[CH:4]=[CH:3][C:2]([NH:1][C:35](=[O:38])[CH:36]=[CH2:37])=[CH:7][CH:6]=2)[C:15]2[N:16]=[C:17]([NH:20][CH3:21])[N:18]=[CH:19][C:14]=2[CH:13]=1. Reactant: [NH2:1][C:2]1[CH:7]=[CH:6][C:5]([CH2:8][CH2:9][N:10]2[C:15]3[N:16]=[C:17]([NH:20][CH3:21])[N:18]=[CH:19][C:14]=3[CH:13]=[C:12]([C:22]3[C:27]([Cl:28])=[C:26]([O:29][CH3:30])[CH:25]=[C:24]([O:31][CH3:32])[C:23]=3[Cl:33])[C:11]2=[O:34])=[CH:4][CH:3]=1.[C:35](O)(=[O:38])[CH:36]=[CH2:37].CN(C(ON1N=NC2C=CC=NC1=2)=[N+](C)C)C.F[P-](F)(F)(F)(F)F. The catalyst class is: 35. (6) Reactant: [C:1]([O:4][CH:5]1[C:9]2=[N:10][CH:11]=[C:12]([NH2:32])[C:13]([N:14]3[CH2:19][C@H:18]([C:20]([F:23])([F:22])[F:21])[CH2:17][C@H:16]([NH:24][C:25]([O:27][C:28]([CH3:31])([CH3:30])[CH3:29])=[O:26])[CH2:15]3)=[C:8]2[CH2:7][CH2:6]1)(=[O:3])[CH3:2].[C:33]([O:37][C:38]([NH:40][C:41]1[S:45][C:44]([C:46]2[C:51]([F:52])=[CH:50][CH:49]=[CH:48][C:47]=2[F:53])=[N:43][C:42]=1[C:54](O)=[O:55])=[O:39])([CH3:36])([CH3:35])[CH3:34].CN(C(ON1N=NC2C=CC=NC1=2)=[N+](C)C)C.F[P-](F)(F)(F)(F)F.CCN(C(C)C)C(C)C. Product: [C:1]([O:4][CH:5]1[C:9]2=[N:10][CH:11]=[C:12]([NH:32][C:54]([C:42]3[N:43]=[C:44]([C:46]4[C:51]([F:52])=[CH:50][CH:49]=[CH:48][C:47]=4[F:53])[S:45][C:41]=3[NH:40][C:38]([O:37][C:33]([CH3:36])([CH3:35])[CH3:34])=[O:39])=[O:55])[C:13]([N:14]3[CH2:19][C@H:18]([C:20]([F:22])([F:21])[F:23])[CH2:17][C@H:16]([NH:24][C:25]([O:27][C:28]([CH3:31])([CH3:30])[CH3:29])=[O:26])[CH2:15]3)=[C:8]2[CH2:7][CH2:6]1)(=[O:3])[CH3:2]. The catalyst class is: 3. (7) Reactant: [OH:1][C:2]1[CH:11]=[C:10]([CH2:12][CH2:13][CH2:14][CH2:15][CH3:16])[CH:9]=[C:8]2[C:3]=1[C:4]1[CH2:21][CH2:20][CH2:19][CH2:18][C:5]=1[C:6](=[O:17])[O:7]2.N1C=CN=C1.[C:27]([Si:31](Cl)([CH3:33])[CH3:32])([CH3:30])([CH3:29])[CH3:28].CCOCC. Product: [Si:31]([O:1][C:2]1[CH:11]=[C:10]([CH2:12][CH2:13][CH2:14][CH2:15][CH3:16])[CH:9]=[C:8]2[C:3]=1[C:4]1[CH2:21][CH2:20][CH2:19][CH2:18][C:5]=1[C:6](=[O:17])[O:7]2)([C:27]([CH3:30])([CH3:29])[CH3:28])([CH3:33])[CH3:32]. The catalyst class is: 3. (8) Reactant: Cl[C:2]1[N:10]=[C:9]2[C:5]([NH:6][CH:7]=[N:8]2)=[C:4]([NH2:11])[N:3]=1.[CH2:12]([NH2:16])[CH2:13][CH2:14][CH3:15].C(O)CCC. Product: [CH2:12]([NH:16][C:2]1[N:10]=[C:9]2[C:5]([N:6]=[CH:7][NH:8]2)=[C:4]([NH2:11])[N:3]=1)[CH2:13][CH2:14][CH3:15]. The catalyst class is: 16.